Task: Predict the reactants needed to synthesize the given product.. Dataset: Full USPTO retrosynthesis dataset with 1.9M reactions from patents (1976-2016) (1) Given the product [CH3:17][C:14]([O:18][C:19](=[O:23])[C@H:2]([CH3:1])[NH:3][C:6]1[O:7][C:27](=[O:28])[C:26]2[C:30]([CH3:35])=[C:31]([Br:34])[CH:32]=[CH:10][C:9]=2[N:8]=1)([CH3:15])[CH3:16], predict the reactants needed to synthesize it. The reactants are: [CH:1]1N=C[N:3]([C:6]([N:8]2C=N[CH:10]=[CH:9]2)=[O:7])[CH:2]=1.Cl.[C:14]([O:18][C:19](=[O:23])[C@H](C)N)([CH3:17])([CH3:16])[CH3:15].NC1C=[CH:32][C:31]([Br:34])=[C:30]([CH3:35])[C:26]=1[C:27](O)=[O:28].C(N(CC)CC)C.C(Cl)CCl. (2) Given the product [NH2:15][C:14]1[CH:13]=[CH:12][C:8]([C:9]([OH:11])=[O:10])=[CH:7][C:6]=1[O:5][CH2:4][C:3]1[C:18]([CH3:22])=[CH:19][CH:20]=[CH:21][C:2]=1[CH3:1], predict the reactants needed to synthesize it. The reactants are: [CH3:1][C:2]1[CH:21]=[CH:20][CH:19]=[C:18]([CH3:22])[C:3]=1[CH2:4][O:5][C:6]1[CH:7]=[C:8]([CH:12]=[CH:13][C:14]=1[N+:15]([O-])=O)[C:9]([OH:11])=[O:10]. (3) The reactants are: C([C:4]1[S:5][CH:6]=[CH:7][CH:8]=1)(=O)C.[CH3:9][C:10]([O-:12])=O.[Na+].[Br:14]Br.C([O-])(O)=O.[Na+]. Given the product [C:10]([C:7]1[CH:8]=[C:4]([Br:14])[S:5][CH:6]=1)(=[O:12])[CH3:9], predict the reactants needed to synthesize it. (4) Given the product [Br:8][C:3]1[C:4]([CH3:7])=[N:5][O:6][C:2]=1[NH:1][S:14]([C:10]1[S:9][CH:13]=[CH:12][N:11]=1)(=[O:16])=[O:15], predict the reactants needed to synthesize it. The reactants are: [NH2:1][C:2]1[O:6][N:5]=[C:4]([CH3:7])[C:3]=1[Br:8].[S:9]1[CH:13]=[CH:12][N:11]=[C:10]1[S:14](Cl)(=[O:16])=[O:15]. (5) The reactants are: [Mg].Br[CH2:3][CH2:4][CH2:5][CH2:6][CH3:7].Cl[C:9]1[CH:14]=[CH:13][CH:12]=[CH:11][C:10]=1Cl.Cl. Given the product [CH2:3]([C:9]1[CH:14]=[CH:13][CH:12]=[CH:11][C:10]=1[CH2:3][CH2:4][CH2:5][CH2:6][CH3:7])[CH2:4][CH2:5][CH2:6][CH3:7], predict the reactants needed to synthesize it.